From a dataset of Forward reaction prediction with 1.9M reactions from USPTO patents (1976-2016). Predict the product of the given reaction. (1) Given the reactants [CH2:1]([O:8][C:9]1[CH:14]=[CH:13][C:12]([N:15]([CH3:27])[C:16]([C:18]2[CH:19]=[CH:20][N:21]3[C:26]=2[CH2:25][CH2:24][CH2:23][CH2:22]3)=[O:17])=[CH:11][CH:10]=1)[C:2]1[CH:7]=[CH:6][CH:5]=[CH:4][CH:3]=1.[Br:28]N1C(=O)CCC1=O, predict the reaction product. The product is: [CH2:1]([O:8][C:9]1[CH:14]=[CH:13][C:12]([N:15]([CH3:27])[C:16]([C:18]2[CH:19]=[C:20]([Br:28])[N:21]3[C:26]=2[CH2:25][CH2:24][CH2:23][CH2:22]3)=[O:17])=[CH:11][CH:10]=1)[C:2]1[CH:7]=[CH:6][CH:5]=[CH:4][CH:3]=1. (2) The product is: [Br:19][C:2]1[N:6]([C:7]2[CH:12]=[CH:11][CH:10]=[CH:9][CH:8]=2)[N:5]=[C:4]([C:13]([O:15][CH2:16][CH3:17])=[O:14])[C:3]=1[CH:25]=[O:26]. Given the reactants O[C:2]1[N:6]([C:7]2[CH:12]=[CH:11][CH:10]=[CH:9][CH:8]=2)[N:5]=[C:4]([C:13]([O:15][CH2:16][CH3:17])=[O:14])[CH:3]=1.O(Br)[Br:19].[P].CN([CH:25]=[O:26])C, predict the reaction product. (3) Given the reactants [C:1]1([N:7]2[C:11]([CH2:12][CH2:13][CH:14]=O)=[CH:10][C:9]([CH2:16][CH3:17])=[N:8]2)[CH:6]=[CH:5][CH:4]=[CH:3][CH:2]=1.[F:18][C:19]1[CH:24]=[CH:23][CH:22]=[CH:21][C:20]=1[N:25]1[CH2:30][CH2:29][NH:28][CH2:27][CH2:26]1.CCN(C(C)C)C(C)C.[BH-](OC(C)=O)(OC(C)=O)OC(C)=O.[Na+], predict the reaction product. The product is: [F:18][C:19]1[CH:24]=[CH:23][CH:22]=[CH:21][C:20]=1[N:25]1[CH2:30][CH2:29][N:28]([CH2:14][CH2:13][CH2:12][C:11]2[N:7]([C:1]3[CH:6]=[CH:5][CH:4]=[CH:3][CH:2]=3)[N:8]=[C:9]([CH2:16][CH3:17])[CH:10]=2)[CH2:27][CH2:26]1.